This data is from Forward reaction prediction with 1.9M reactions from USPTO patents (1976-2016). The task is: Predict the product of the given reaction. (1) Given the reactants [CH3:1][C:2]1[S:3][CH:4]=[C:5]([C:7]2[S:11][C:10]([S:12](Cl)(=[O:14])=[O:13])=[CH:9][CH:8]=2)[N:6]=1.[NH2:16][C:17]1[CH:18]=[C:19]([CH:24]=[CH:25][CH:26]=1)[C:20]([O:22][CH3:23])=[O:21], predict the reaction product. The product is: [CH3:1][C:2]1[S:3][CH:4]=[C:5]([C:7]2[S:11][C:10]([S:12]([NH:16][C:17]3[CH:18]=[C:19]([CH:24]=[CH:25][CH:26]=3)[C:20]([O:22][CH3:23])=[O:21])(=[O:14])=[O:13])=[CH:9][CH:8]=2)[N:6]=1. (2) The product is: [NH2:1][C:4]1[CH:5]=[C:6]([N:10]2[CH2:14][CH2:13][CH2:12][C:11]2=[O:15])[CH:7]=[CH:8][CH:9]=1. Given the reactants [N+:1]([C:4]1[CH:5]=[C:6]([N:10]2[CH2:14][CH2:13][CH2:12][C:11]2=[O:15])[CH:7]=[CH:8][CH:9]=1)([O-])=O, predict the reaction product.